From a dataset of Catalyst prediction with 721,799 reactions and 888 catalyst types from USPTO. Predict which catalyst facilitates the given reaction. (1) The catalyst class is: 19. Reactant: [OH:1][C:2]1[CH:10]=[CH:9][C:5]([C:6]([OH:8])=[O:7])=[CH:4][C:3]=1[N+:11]([O-])=O. Product: [NH2:11][C:3]1[CH:4]=[C:5]([CH:9]=[CH:10][C:2]=1[OH:1])[C:6]([OH:8])=[O:7]. (2) Reactant: C(OC(Cl)=O)C(C)C.CN1CCOCC1.[CH2:16]([O:18][C:19]([C@@H:21]1[CH2:23][C@H:22]1[C:24](O)=[O:25])=[O:20])[CH3:17].[BH4-].[Na+]. Product: [CH2:16]([O:18][C:19]([C@@H:21]1[CH2:23][C@H:22]1[CH2:24][OH:25])=[O:20])[CH3:17]. The catalyst class is: 30. (3) Reactant: [CH2:1]([O:8][C:9]1[CH:14]=[CH:13][C:12]([CH:15]2[C:23]3[C:18](=[CH:19][CH:20]=[CH:21][CH:22]=3)[N:17]([CH:24]([C:31]3[CH:36]=[CH:35][CH:34]=[CH:33][CH:32]=3)[C:25]3[CH:30]=[CH:29][CH:28]=[CH:27][CH:26]=3)[C:16]2=[O:37])=[C:11]([OH:38])[CH:10]=1)[C:2]1[CH:7]=[CH:6][CH:5]=[CH:4][CH:3]=1.Cl[CH2:40]I.C(=O)([O-])[O-].[Cs+].[Cs+]. Product: [CH2:1]([O:8][C:9]1[CH:14]=[CH:13][C:12]2[C:15]3([CH2:40][O:38][C:11]=2[CH:10]=1)[C:23]1[C:18](=[CH:19][CH:20]=[CH:21][CH:22]=1)[N:17]([CH:24]([C:25]1[CH:26]=[CH:27][CH:28]=[CH:29][CH:30]=1)[C:31]1[CH:32]=[CH:33][CH:34]=[CH:35][CH:36]=1)[C:16]3=[O:37])[C:2]1[CH:3]=[CH:4][CH:5]=[CH:6][CH:7]=1. The catalyst class is: 7. (4) Reactant: [C:1]([C:4]1[C:8]([CH3:9])=[C:7]([C:10]2[CH:15]=[CH:14][N:13]=[CH:12][CH:11]=2)[NH:6][C:5]=1[C:16]1[CH:21]=[CH:20][N:19]=[CH:18][CH:17]=1)(=[O:3])[CH3:2].[BH4-].[Na+]. Product: [OH:3][CH:1]([C:4]1[C:8]([CH3:9])=[C:7]([C:10]2[CH:11]=[CH:12][N:13]=[CH:14][CH:15]=2)[NH:6][C:5]=1[C:16]1[CH:21]=[CH:20][N:19]=[CH:18][CH:17]=1)[CH3:2]. The catalyst class is: 14.